Task: Regression. Given a peptide amino acid sequence and an MHC pseudo amino acid sequence, predict their binding affinity value. This is MHC class I binding data.. Dataset: Peptide-MHC class I binding affinity with 185,985 pairs from IEDB/IMGT (1) The binding affinity (normalized) is 0.770. The peptide sequence is GTLTKGVFK. The MHC is HLA-A11:01 with pseudo-sequence HLA-A11:01. (2) The peptide sequence is IGVTVIKNNM. The MHC is Mamu-A02 with pseudo-sequence Mamu-A02. The binding affinity (normalized) is 0.351. (3) The peptide sequence is FHLDYIIKI. The MHC is Mamu-B17 with pseudo-sequence Mamu-B17. The binding affinity (normalized) is 0.438. (4) The peptide sequence is VNNAVVMPA. The MHC is HLA-A02:01 with pseudo-sequence HLA-A02:01. The binding affinity (normalized) is 0.432. (5) The peptide sequence is LLDPLYFEV. The MHC is HLA-A11:01 with pseudo-sequence HLA-A11:01. The binding affinity (normalized) is 0.0847. (6) The peptide sequence is KAFSPEVI. The MHC is HLA-A02:02 with pseudo-sequence HLA-A02:02. The binding affinity (normalized) is 0.0918. (7) The peptide sequence is YWLNTPFLV. The MHC is HLA-C04:01 with pseudo-sequence HLA-C04:01. The binding affinity (normalized) is 0.0847.